The task is: Predict the product of the given reaction.. This data is from Forward reaction prediction with 1.9M reactions from USPTO patents (1976-2016). (1) Given the reactants [CH3:1][N:2]1[C:14]2[CH2:13][CH2:12][C@@H:11]([NH:15][C:16](=[O:22])[O:17][C:18]([CH3:21])([CH3:20])[CH3:19])[CH2:10][C:9]=2[C:8]2[C:3]1=[CH:4][CH:5]=[C:6]([S:23]([C:26]1[CH:31]=[CH:30][CH:29]=[CH:28][CH:27]=1)(=[O:25])=[O:24])[CH:7]=2.[H-].[Na+].[CH3:34]I, predict the reaction product. The product is: [CH3:34][N:15]([C@H:11]1[CH2:10][C:9]2[C:8]3[C:3](=[CH:4][CH:5]=[C:6]([S:23]([C:26]4[CH:31]=[CH:30][CH:29]=[CH:28][CH:27]=4)(=[O:25])=[O:24])[CH:7]=3)[N:2]([CH3:1])[C:14]=2[CH2:13][CH2:12]1)[C:16](=[O:22])[O:17][C:18]([CH3:21])([CH3:19])[CH3:20]. (2) Given the reactants C([CH2:8][NH:9][CH:10]1[CH2:15][CH2:14][O:13][CH2:12][CH2:11]1)C1C=CC=CC=1.[ClH:16], predict the reaction product. The product is: [ClH:16].[CH3:8][NH:9][CH:10]1[CH2:15][CH2:14][O:13][CH2:12][CH2:11]1. (3) The product is: [C:24]([C:23]1[CH:26]=[CH:27][CH:28]=[CH:29][C:22]=1[C:19]1[N:20]=[CH:21][C:16]([CH2:15][CH:5]([C:4](=[O:3])[CH2:11][CH2:12][CH3:13])[C:6]([O:8][CH2:9][CH3:10])=[O:7])=[CH:17][CH:18]=1)#[N:25]. Given the reactants [H-].[Na+].[O:3]=[C:4]([CH2:11][CH2:12][CH3:13])[CH2:5][C:6]([O:8][CH2:9][CH3:10])=[O:7].Cl[CH2:15][C:16]1[CH:17]=[CH:18][C:19]([C:22]2[CH:29]=[CH:28][CH:27]=[CH:26][C:23]=2[C:24]#[N:25])=[N:20][CH:21]=1.Cl, predict the reaction product. (4) Given the reactants [H-].[Na+].CN(C=O)C.[C:8]1([OH:21])[C:9]([C:14]2[C:15]([OH:20])=[CH:16][CH:17]=[CH:18][CH:19]=2)=[CH:10][CH:11]=[CH:12][CH:13]=1.[CH3:22][O:23][CH2:24]Cl.C1[CH2:30][O:29][CH2:28]C1, predict the reaction product. The product is: [CH3:22][O:23][CH2:24][O:21][C:8]1[CH:13]=[CH:12][CH:11]=[CH:10][C:9]=1[C:14]1[CH:19]=[CH:18][CH:17]=[CH:16][C:15]=1[O:20][CH2:28][O:29][CH3:30]. (5) Given the reactants [CH3:1][C:2]1[N:3]=[C:4]2[C:9]([O:10]CC3C=CC(OC)=CC=3)=[CH:8][C:7]([N:20]3[CH:25]=[CH:24][CH:23]=[CH:22][C:21]3=[O:26])=[CH:6][N:5]2[CH:27]=1.[F:28][C:29]([F:34])([F:33])[C:30]([OH:32])=[O:31], predict the reaction product. The product is: [F:28][C:29]([F:34])([F:33])[C:30]([OH:32])=[O:31].[OH:10][C:9]1[C:4]2[N:5]([CH:27]=[C:2]([CH3:1])[N:3]=2)[CH:6]=[C:7]([N:20]2[CH:25]=[CH:24][CH:23]=[CH:22][C:21]2=[O:26])[CH:8]=1.